This data is from Forward reaction prediction with 1.9M reactions from USPTO patents (1976-2016). The task is: Predict the product of the given reaction. (1) Given the reactants [Br:1][C:2]1[CH:3]=[C:4]([NH:9][CH2:10][C:11]([CH3:13])=[CH2:12])[C:5](I)=[N:6][CH:7]=1.C([O-])=O.[Na+].C(N(CC)CC)C.CS(C)=O, predict the reaction product. The product is: [Br:1][C:2]1[CH:3]=[C:4]2[NH:9][CH2:10][C:11]([CH3:13])([CH3:12])[C:5]2=[N:6][CH:7]=1. (2) Given the reactants [H-].[Na+].[C:3]([O:10][CH3:11])(=[O:9])[CH2:4][C:5]([O:7][CH3:8])=[O:6].Br[C:13]1[CH:18]=[CH:17][C:16]([Br:19])=[CH:15][C:14]=1[N+:20]([O-:22])=[O:21].[Cl-].[NH4+], predict the reaction product. The product is: [Br:19][C:16]1[CH:17]=[CH:18][C:13]([CH:4]([C:3]([O:10][CH3:11])=[O:9])[C:5]([O:7][CH3:8])=[O:6])=[C:14]([N+:20]([O-:22])=[O:21])[CH:15]=1.